Dataset: Catalyst prediction with 721,799 reactions and 888 catalyst types from USPTO. Task: Predict which catalyst facilitates the given reaction. (1) Reactant: [Si:1]([O:18][CH:19]1[CH2:22][N:21]([C:23]2[O:24][CH:25]=[C:26]([C:28]([O:30]CC)=O)[N:27]=2)[CH2:20]1)([C:14]([CH3:17])([CH3:16])[CH3:15])([C:8]1[CH:13]=[CH:12][CH:11]=[CH:10][CH:9]=1)[C:2]1[CH:7]=[CH:6][CH:5]=[CH:4][CH:3]=1.C[NH2:34].C[Al](C)C.C(O)(=O)C. Product: [Si:1]([O:18][CH:19]1[CH2:20][N:21]([C:23]2[O:24][CH:25]=[C:26]([C:28](=[O:30])[NH2:34])[N:27]=2)[CH2:22]1)([C:14]([CH3:17])([CH3:16])[CH3:15])([C:2]1[CH:7]=[CH:6][CH:5]=[CH:4][CH:3]=1)[C:8]1[CH:13]=[CH:12][CH:11]=[CH:10][CH:9]=1. The catalyst class is: 638. (2) Reactant: Br[CH:2]([CH3:12])[C:3]([C:5]1[CH:10]=[CH:9][C:8]([Br:11])=[CH:7][CH:6]=1)=O.[NH2:13][C:14]1[CH:19]=[CH:18][CH:17]=[CH:16][N:15]=1.C(O)C.C(=O)([O-])O.[Na+]. Product: [Br:11][C:8]1[CH:9]=[CH:10][C:5]([C:3]2[N:13]=[C:14]3[CH:19]=[CH:18][CH:17]=[CH:16][N:15]3[C:2]=2[CH3:12])=[CH:6][CH:7]=1. The catalyst class is: 6.